From a dataset of Catalyst prediction with 721,799 reactions and 888 catalyst types from USPTO. Predict which catalyst facilitates the given reaction. (1) Reactant: [H-].[Na+].[C:3]1([OH:9])[CH:8]=[CH:7][CH:6]=[CH:5][CH:4]=1.F[C:11]1[CH:16]=[CH:15][C:14]([N+:17]([O-:19])=[O:18])=[CH:13][C:12]=1[F:20]. Product: [F:20][C:12]1[CH:13]=[C:14]([N+:17]([O-:19])=[O:18])[CH:15]=[CH:16][C:11]=1[O:9][C:3]1[CH:8]=[CH:7][CH:6]=[CH:5][CH:4]=1. The catalyst class is: 35. (2) Reactant: [C:1]([O:5][C:6]([NH:8][C@@H:9]1[CH2:11][C@H:10]1[C:12]1[S:16][CH:15]=[C:14]([C:17]([OH:19])=O)[CH:13]=1)=[O:7])([CH3:4])([CH3:3])[CH3:2].[O:20]1[CH2:25][CH2:24][CH:23]([NH2:26])[CH2:22][CH2:21]1.C(N(CC)CC)C.F[P-](F)(F)(F)(F)F.N1(OC(N(C)C)=[N+](C)C)C2N=CC=CC=2N=N1. Product: [C:1]([O:5][C:6](=[O:7])[NH:8][CH:9]1[CH2:11][CH:10]1[C:12]1[S:16][CH:15]=[C:14]([C:17](=[O:19])[NH:26][CH:23]2[CH2:24][CH2:25][O:20][CH2:21][CH2:22]2)[CH:13]=1)([CH3:2])([CH3:3])[CH3:4]. The catalyst class is: 384. (3) Reactant: [C:1]([C:4]1[CH:9]=[CH:8][C:7]([NH:10][C:11](=[O:13])[CH3:12])=[CH:6][C:5]=1[CH3:14])(=[O:3])[CH3:2].[OH-].[Na+].[OH:17][C:18]1[CH:25]=[CH:24][C:21]([CH:22]=O)=[CH:20][C:19]=1[CH3:26].Cl. Product: [OH:17][C:18]1[CH:25]=[CH:24][C:21](/[CH:22]=[CH:2]/[C:1]([C:4]2[CH:9]=[CH:8][C:7]([NH:10][C:11](=[O:13])[CH3:12])=[CH:6][C:5]=2[CH3:14])=[O:3])=[CH:20][C:19]=1[CH3:26]. The catalyst class is: 88.